Dataset: Rat liver microsome stability data. Task: Regression/Classification. Given a drug SMILES string, predict its absorption, distribution, metabolism, or excretion properties. Task type varies by dataset: regression for continuous measurements (e.g., permeability, clearance, half-life) or binary classification for categorical outcomes (e.g., BBB penetration, CYP inhibition). Dataset: rlm. (1) The molecule is Fc1ccc(-c2ccc(Nc3nc(-c4ccncc4)nc4ccccc34)cc2F)cc1. The result is 0 (unstable in rat liver microsomes). (2) The result is 1 (stable in rat liver microsomes). The drug is CC1(C)CC2CC(C)(CN2S(=O)(=O)c2ccc(C(=O)Nc3cccc(S(=O)(=O)N4CCOCC4)c3)cc2)C1. (3) The compound is CCN(CC)c1ccc(Nc2nc(Cl)ncc2Br)cc1. The result is 1 (stable in rat liver microsomes). (4) The result is 1 (stable in rat liver microsomes). The molecule is CC(C)(C)C[C@@H]1N[C@@H](C(=O)NCC[C@H](O)CO)[C@H](c2cccc(Cl)c2F)[C@]12C(=O)Nc1cc(Cl)ccc12. (5) The result is 0 (unstable in rat liver microsomes). The compound is O=C1CCC(CNC(=O)c2nc(-c3ccccc3)cc3[nH]ccc23)N1. (6) The drug is CNC[C@H](O)CCN1c2ccccc2N(c2cc(F)ccc2F)S1(=O)=O. The result is 1 (stable in rat liver microsomes). (7) The compound is OC1C2CC3CC(C2)CC1C3. The result is 1 (stable in rat liver microsomes). (8) The molecule is CC(=O)N1CCN(CCN2[C@@H]3CC[C@H]2C[C@@H](NC(=O)c2nn(C(C)C)c4ccccc24)C3)CC1. The result is 0 (unstable in rat liver microsomes). (9) The molecule is O=C(N[C@@H](Cc1c[nH]c2ccccc12)C(=O)Nc1ccncc1)c1ccc(-c2ccc(F)c(F)c2)cc1F. The result is 1 (stable in rat liver microsomes). (10) The drug is COc1c(OCCCCCCC(=O)O)cc2oc3cc4c(c(O)c3c(=O)c2c1CC=C(C)C)C=CC(C)(C)O4. The result is 0 (unstable in rat liver microsomes).